From a dataset of Reaction yield outcomes from USPTO patents with 853,638 reactions. Predict the reaction yield, written as a fraction of the theoretical maximum amount of product (1.0 means a 100% yield; for example, 0.34 means a 34% yield). The reactants are Cl[C:2]1[C:3]2[N:11]=[C:10]([C:12]3[CH:17]=[CH:16][C:15]([F:18])=[CH:14][CH:13]=3)[S:9][C:4]=2[N:5]=[C:6]([CH3:8])[N:7]=1.C(N(CC)CC)C.[Cl:26][C:27]1[CH:42]=[CH:41][C:30]([O:31][CH2:32][C:33]([N:35]2[CH2:40][CH2:39][NH:38][CH2:37][CH2:36]2)=[O:34])=[CH:29][CH:28]=1. The catalyst is O1CCOCC1. The product is [Cl:26][C:27]1[CH:28]=[CH:29][C:30]([O:31][CH2:32][C:33]([N:35]2[CH2:40][CH2:39][N:38]([C:2]3[C:3]4[N:11]=[C:10]([C:12]5[CH:17]=[CH:16][C:15]([F:18])=[CH:14][CH:13]=5)[S:9][C:4]=4[N:5]=[C:6]([CH3:8])[N:7]=3)[CH2:37][CH2:36]2)=[O:34])=[CH:41][CH:42]=1. The yield is 0.750.